This data is from Full USPTO retrosynthesis dataset with 1.9M reactions from patents (1976-2016). The task is: Predict the reactants needed to synthesize the given product. (1) Given the product [CH3:1][C:2]1[CH:3]=[C:4]([O:15][C:16]2[C:25]3[C:20](=[CH:21][C:22]([O:28][CH2:35][CH:37]4[CH2:38][O:39]4)=[C:23]([O:26][CH3:27])[CH:24]=3)[N:19]=[CH:18][CH:17]=2)[C:5]([C:9]2[CH:10]=[CH:11][CH:12]=[CH:13][CH:14]=2)=[N:6][C:7]=1[CH3:8], predict the reactants needed to synthesize it. The reactants are: [CH3:1][C:2]1[CH:3]=[C:4]([O:15][C:16]2[C:25]3[C:20](=[CH:21][C:22]([OH:28])=[C:23]([O:26][CH3:27])[CH:24]=3)[N:19]=[CH:18][CH:17]=2)[C:5]([C:9]2[CH:14]=[CH:13][CH:12]=[CH:11][CH:10]=2)=[N:6][C:7]=1[CH3:8].C(=O)([O-])[O-].[K+].[K+].[CH2:35]([CH:37]1[O:39][CH2:38]1)Br.O. (2) Given the product [N:1]([CH2:6][C:7]([C:9]1[CH:14]=[CH:13][C:12]([O:15][CH2:16][C:17]2[CH:26]=[CH:25][C:24]3[C:19](=[CH:20][CH:21]=[C:22]([F:27])[CH:23]=3)[N:18]=2)=[CH:11][C:10]=1[C:28]1([C:33]2[CH:38]=[CH:37][CH:36]=[CH:35][CH:34]=2)[CH2:29][CH:30]([CH3:32])[CH2:31]1)=[O:8])=[N+:2]=[N-:3], predict the reactants needed to synthesize it. The reactants are: [N-:1]=[N+:2]=[N-:3].[Na+].Br[CH2:6][C:7]([C:9]1[CH:14]=[CH:13][C:12]([O:15][CH2:16][C:17]2[CH:26]=[CH:25][C:24]3[C:19](=[CH:20][CH:21]=[C:22]([F:27])[CH:23]=3)[N:18]=2)=[CH:11][C:10]=1[C:28]1([C:33]2[CH:38]=[CH:37][CH:36]=[CH:35][CH:34]=2)[CH2:31][CH:30]([CH3:32])[CH2:29]1)=[O:8].O. (3) Given the product [N:12]1([C:2]2[N:7]3[N:8]=[C:9]([NH2:11])[N:10]=[C:6]3[CH:5]=[CH:4][CH:3]=2)[CH:16]=[CH:15][CH:14]=[N:13]1, predict the reactants needed to synthesize it. The reactants are: Br[C:2]1[N:7]2[N:8]=[C:9]([NH2:11])[N:10]=[C:6]2[CH:5]=[CH:4][CH:3]=1.[NH:12]1[CH:16]=[CH:15][CH:14]=[N:13]1.[OH-].[K+]. (4) Given the product [CH:9]1([C:13]2[CH:22]=[C:21]([CH3:23])[C:20]([I:1])=[CH:19][C:14]=2[C:15]([O:17][CH3:18])=[O:16])[CH2:12][CH2:11][CH2:10]1, predict the reactants needed to synthesize it. The reactants are: [I:1]N1C(=O)CCC1=O.[CH:9]1([C:13]2[CH:22]=[C:21]([CH3:23])[CH:20]=[CH:19][C:14]=2[C:15]([O:17][CH3:18])=[O:16])[CH2:12][CH2:11][CH2:10]1.CO. (5) Given the product [F:16][C:13]([F:14])([F:15])[CH2:12][O:11][C:8]1[N:7]=[CH:6][C:5]([C:4](=[O:17])[CH3:19])=[CH:10][CH:9]=1, predict the reactants needed to synthesize it. The reactants are: CON(C)[C:4](=[O:17])[C:5]1[CH:10]=[CH:9][C:8]([O:11][CH2:12][C:13]([F:16])([F:15])[F:14])=[N:7][CH:6]=1.[CH3:19][Mg]Br.C(=O)([O-])O.[Na+]. (6) Given the product [CH:8]1([N:14]2[C:19](=[O:20])[CH2:18][C:17](=[O:22])[N:7]([CH:4]3[CH2:5][CH2:6][O:1][CH2:2][CH2:3]3)[C:15]2=[O:16])[CH2:13][CH2:12][CH2:11][CH2:10][CH2:9]1, predict the reactants needed to synthesize it. The reactants are: [O:1]1[CH2:6][CH2:5][CH:4]([NH2:7])[CH2:3][CH2:2]1.[CH:8]1([N:14]=[C:15]=[O:16])[CH2:13][CH2:12][CH2:11][CH2:10][CH2:9]1.[C:17](Cl)(=[O:22])[CH2:18][C:19](Cl)=[O:20]. (7) The reactants are: Br[C:2]1[CH:11]=[CH:10][C:9]2[O:8][C@@H:7]3[CH2:12][CH2:13][O:14][C@H:15]([CH3:16])[C@H:6]3[C@:5]3([CH2:20][O:19][C:18]([NH2:21])=[N:17]3)[C:4]=2[CH:3]=1.BrC1C=CC2O[C@H]3CCO[C@@H](C)[C@@H]3[C@]3(COC(N)=N3)C=2C=1.[Cl:43][C:44]1[CH:45]=[C:46](B(O)O)[CH:47]=[N:48][CH:49]=1.C([O-])([O-])=O.[Na+].[Na+]. Given the product [Cl:43][C:44]1[CH:45]=[C:46]([C:2]2[CH:11]=[CH:10][C:9]3[O:8][C@@H:7]4[CH2:12][CH2:13][O:14][C@H:15]([CH3:16])[C@H:6]4[C@:5]4([CH2:20][O:19][C:18]([NH2:21])=[N:17]4)[C:4]=3[CH:3]=2)[CH:47]=[N:48][CH:49]=1, predict the reactants needed to synthesize it. (8) Given the product [CH:1]1([CH2:7][NH:8][S:17]([C:12]2[CH:13]=[CH:14][CH:15]=[CH:16][C:11]=2[O:10][CH3:9])(=[O:19])=[O:18])[CH2:6][CH2:5][CH2:4][CH2:3][CH2:2]1, predict the reactants needed to synthesize it. The reactants are: [CH:1]1([CH2:7][NH2:8])[CH2:6][CH2:5][CH2:4][CH2:3][CH2:2]1.[CH3:9][O:10][C:11]1[CH:16]=[CH:15][CH:14]=[CH:13][C:12]=1[S:17](Cl)(=[O:19])=[O:18].C(N(C(C)C)CC)(C)C.